Task: Regression. Given a peptide amino acid sequence and an MHC pseudo amino acid sequence, predict their binding affinity value. This is MHC class I binding data.. Dataset: Peptide-MHC class I binding affinity with 185,985 pairs from IEDB/IMGT (1) The peptide sequence is FPVTPQVPL. The MHC is HLA-A33:01 with pseudo-sequence HLA-A33:01. The binding affinity (normalized) is 0. (2) The peptide sequence is TTSGTYVSAI. The MHC is HLA-A68:02 with pseudo-sequence HLA-A68:02. The binding affinity (normalized) is 0.720. (3) The peptide sequence is GSEDRDLLY. The MHC is HLA-B27:05 with pseudo-sequence HLA-B27:05. The binding affinity (normalized) is 0.0847. (4) The peptide sequence is YTPGPGIRY. The MHC is HLA-A02:03 with pseudo-sequence HLA-A02:03. The binding affinity (normalized) is 0. (5) The peptide sequence is LVGGREWSY. The binding affinity (normalized) is 0.0847. The MHC is HLA-A30:01 with pseudo-sequence HLA-A30:01. (6) The peptide sequence is AMDTHLYFE. The MHC is HLA-A02:12 with pseudo-sequence HLA-A02:12. The binding affinity (normalized) is 0.478.